Predict the reaction yield, written as a fraction of the theoretical maximum amount of product (1.0 means a 100% yield; for example, 0.34 means a 34% yield). From a dataset of Reaction yield outcomes from USPTO patents with 853,638 reactions. (1) The yield is 0.890. The product is [CH2:22]([NH:29][C:10]1[CH:11]=[CH:12][C:7]([CH3:13])=[CH:8][CH:9]=1)[C:23]1[CH:28]=[CH:27][CH:26]=[CH:25][CH:24]=1. The reactants are CC([O-])(C)C.[Na+].[C:7]1([CH3:13])[CH:12]=[CH:11][CH:10]=[CH:9][CH:8]=1.ClC1C=CC(C)=CC=1.[CH2:22]([NH2:29])[C:23]1[CH:28]=[CH:27][CH:26]=[CH:25][CH:24]=1. The catalyst is CCOCC.C1C=CC(/C=C/C(/C=C/C2C=CC=CC=2)=O)=CC=1.C1C=CC(/C=C/C(/C=C/C2C=CC=CC=2)=O)=CC=1.C1C=CC(/C=C/C(/C=C/C2C=CC=CC=2)=O)=CC=1.[Pd].[Pd]. (2) The reactants are Cl.[NH2:2][OH:3].CC([O-])(C)C.[K+].[Cl:10][C:11]1[CH:12]=[C:13]([C:18]2([C:32]([F:35])([F:34])[F:33])[O:22][N:21]=[C:20]([C:23]3[CH:30]=[CH:29][C:26]([C:27]#[N:28])=[C:25]([CH3:31])[CH:24]=3)[CH2:19]2)[CH:14]=[C:15]([Cl:17])[CH:16]=1. The catalyst is CS(C)=O. The product is [Cl:10][C:11]1[CH:12]=[C:13]([C:18]2([C:32]([F:33])([F:35])[F:34])[O:22][N:21]=[C:20]([C:23]3[CH:30]=[CH:29][C:26]([C:27]([NH:2][OH:3])=[NH:28])=[C:25]([CH3:31])[CH:24]=3)[CH2:19]2)[CH:14]=[C:15]([Cl:17])[CH:16]=1. The yield is 0.610. (3) The reactants are [C:1]([C:5]1[CH:9]=[C:8]([NH:10][C:11](=[O:19])OC2C=CC=CC=2)[N:7]([C:20]2[CH:25]=[CH:24][CH:23]=[CH:22][CH:21]=2)[N:6]=1)([CH3:4])([CH3:3])[CH3:2].[CH3:26][O:27][C:28]1[CH:29]=[C:30]2[C:35](=[CH:36][C:37]=1[O:38][CH3:39])[N:34]=[CH:33][N:32]=[C:31]2[O:40][C:41]1[C:42]([F:48])=[C:43]([CH:45]=[CH:46][CH:47]=1)[NH2:44]. The catalyst is C1COCC1. The product is [C:1]([C:5]1[CH:9]=[C:8]([NH:10][C:11]([NH:44][C:43]2[CH:45]=[CH:46][CH:47]=[C:41]([O:40][C:31]3[C:30]4[C:35](=[CH:36][C:37]([O:38][CH3:39])=[C:28]([O:27][CH3:26])[CH:29]=4)[N:34]=[CH:33][N:32]=3)[C:42]=2[F:48])=[O:19])[N:7]([C:20]2[CH:21]=[CH:22][CH:23]=[CH:24][CH:25]=2)[N:6]=1)([CH3:3])([CH3:2])[CH3:4]. The yield is 0.630. (4) The reactants are [F:1][C:2]1[CH:3]=[C:4]([OH:9])[CH:5]=[C:6]([F:8])[CH:7]=1.N1C=CN=C1.[CH3:15][C:16]([Si:19](Cl)([CH3:21])[CH3:20])([CH3:18])[CH3:17]. The catalyst is CN(C=O)C. The product is [C:16]([Si:19]([O:9][C:4]1[CH:3]=[C:2]([F:1])[CH:7]=[C:6]([F:8])[CH:5]=1)([CH3:21])[CH3:20])([CH3:18])([CH3:17])[CH3:15]. The yield is 0.730. (5) The reactants are [C:1]([O:5][C:6]([N:8]1[CH2:13][CH2:12][CH:11]([CH2:14][O:15][C:16]2[CH:21]=[CH:20][CH:19]=[CH:18][C:17]=2[NH2:22])[CH2:10][CH2:9]1)=[O:7])([CH3:4])([CH3:3])[CH3:2].[O:23]1CC[CH2:25][CH2:24]1. The catalyst is C(OC(=O)C)(=O)C.C(N(CC)CC)C. The product is [C:1]([O:5][C:6]([N:8]1[CH2:9][CH2:10][CH:11]([CH2:14][O:15][C:16]2[CH:21]=[CH:20][CH:19]=[CH:18][C:17]=2[NH:22][C:24](=[O:23])[CH3:25])[CH2:12][CH2:13]1)=[O:7])([CH3:4])([CH3:2])[CH3:3]. The yield is 1.00. (6) The reactants are [OH2:1].[NH2:2][NH2:3].[I:4][C:5]1[C:6](OC)=[N:7][C:8](S(C)=O)=[C:9]([CH:12]=1)[C:10]#[N:11].[CH3:18]C(O)C. No catalyst specified. The product is [I:4][C:5]1[CH:12]=[C:9]2[C:10]([NH2:11])=[N:3][NH:2][C:8]2=[N:7][C:6]=1[O:1][CH3:18]. The yield is 0.780. (7) The reactants are [OH:1][CH2:2][CH:3]1[CH2:8][CH2:7][N:6]([C:9]([O:11][C:12]([CH3:15])([CH3:14])[CH3:13])=[O:10])[CH2:5][CH2:4]1.CCN(CC)CC.[CH3:23][S:24](Cl)(=[O:26])=[O:25]. The catalyst is C(Cl)Cl. The product is [CH3:23][S:24]([O:1][CH2:2][CH:3]1[CH2:8][CH2:7][N:6]([C:9]([O:11][C:12]([CH3:15])([CH3:14])[CH3:13])=[O:10])[CH2:5][CH2:4]1)(=[O:26])=[O:25]. The yield is 0.990. (8) The reactants are Cl[C:2]1[N:7]=[C:6]([NH:8][C:9]2[CH:13]=[C:12]([CH:14]3[CH2:16][CH2:15]3)[NH:11][N:10]=2)[CH:5]=[CH:4][N:3]=1.CC1(C)C(C)(C)OB([C:25]2[CH:30]=[CH:29][C:28]([CH2:31][C:32]#[N:33])=[CH:27][CH:26]=2)O1.C([O-])([O-])=O.[Na+].[Na+].O1CCOCC1. The catalyst is O. The product is [CH:14]1([C:12]2[NH:11][N:10]=[C:9]([NH:8][C:6]3[CH:5]=[CH:4][N:3]=[C:2]([C:25]4[CH:30]=[CH:29][C:28]([CH2:31][C:32]#[N:33])=[CH:27][CH:26]=4)[N:7]=3)[CH:13]=2)[CH2:16][CH2:15]1. The yield is 0.100. (9) The reactants are [C:1]([C:4]1[C:9]([CH3:10])=[CH:8][C:7]([NH:11]C(=O)C)=[CH:6][C:5]=1F)(=[O:3])[CH3:2].[ClH:16].[OH-].[Na+]. The catalyst is C(O)C. The product is [NH2:11][C:7]1[CH:8]=[C:9]([CH3:10])[C:4]([C:1](=[O:3])[CH3:2])=[C:5]([Cl:16])[CH:6]=1. The yield is 0.860.